Predict the reactants needed to synthesize the given product. From a dataset of Full USPTO retrosynthesis dataset with 1.9M reactions from patents (1976-2016). (1) The reactants are: [CH3:1][O:2][C:3]1[CH:8]=[C:7]([CH3:9])[CH:6]=[CH:5][C:4]=1[O:10][CH2:11][CH2:12][CH2:13][O:14][CH3:15].[Br:16]N1C(=O)CCC1=O. Given the product [Br:16][C:6]1[CH:5]=[C:4]([O:10][CH2:11][CH2:12][CH2:13][O:14][CH3:15])[C:3]([O:2][CH3:1])=[CH:8][C:7]=1[CH3:9], predict the reactants needed to synthesize it. (2) Given the product [CH:1]1([CH:7]([NH:23][C@@H:21]2[CH2:22][C@H:20]2[C:14]2[CH:19]=[CH:18][CH:17]=[CH:16][CH:15]=2)[CH3:8])[CH2:6][CH2:5][CH2:4][CH2:3][CH2:2]1, predict the reactants needed to synthesize it. The reactants are: [CH:1]1([C:7](=O)[CH3:8])[CH2:6][CH2:5][CH2:4][CH2:3][CH2:2]1.C(O)(=O)C.[C:14]1([C@@H:20]2[CH2:22][C@H:21]2[NH2:23])[CH:19]=[CH:18][CH:17]=[CH:16][CH:15]=1.C(O[BH-](OC(=O)C)OC(=O)C)(=O)C.[Na+]. (3) Given the product [NH2:1][C:2]1[C:3]([C:9]([O:11][CH3:12])=[O:10])=[N:4][C:5]([C:15]2[CH:16]=[CH:17][O:13][CH:14]=2)=[CH:6][N:7]=1, predict the reactants needed to synthesize it. The reactants are: [NH2:1][C:2]1[C:3]([C:9]([O:11][CH3:12])=[O:10])=[N:4][C:5](Br)=[CH:6][N:7]=1.[O:13]1[CH:17]=[CH:16][C:15](B(O)O)=[CH:14]1.C([O-])(=O)C.[K+].C1(P(C2C=CC=CC=2)C2C=CC=CC=2)C=CC=CC=1.